Task: Regression/Classification. Given a drug SMILES string, predict its absorption, distribution, metabolism, or excretion properties. Task type varies by dataset: regression for continuous measurements (e.g., permeability, clearance, half-life) or binary classification for categorical outcomes (e.g., BBB penetration, CYP inhibition). Dataset: b3db_classification.. Dataset: Blood-brain barrier permeability classification from the B3DB database (1) The drug is CC[C@@]1(O)CCN2CCc3ccc(C)cc3[C@H]2C1. The result is 1 (penetrates BBB). (2) The drug is C=CC1CNCCC1CCCc1ccnc2ccc(OC)cc12. The result is 1 (penetrates BBB). (3) The drug is O=C(c1ccc(F)cc1)N1CCN(c2ccc(OCCCN3CCCCC3)cc2)C(=O)C1. The result is 1 (penetrates BBB). (4) The drug is CN1CC[C@@]23c4c5ccc(O)c4O[C@@H]2[C@H](O)C=C[C@@H]3[C@@H]1C5. The result is 1 (penetrates BBB).